Dataset: Forward reaction prediction with 1.9M reactions from USPTO patents (1976-2016). Task: Predict the product of the given reaction. (1) Given the reactants [N:1]1[CH:6]=[CH:5][CH:4]=[CH:3][C:2]=1[CH:7]=O.[C:9]1([NH:15][NH2:16])[CH:14]=[CH:13][CH:12]=[CH:11][CH:10]=1, predict the reaction product. The product is: [C:9]1([NH:15][N:16]=[CH:7][C:2]2[CH:3]=[CH:4][CH:5]=[CH:6][N:1]=2)[CH:14]=[CH:13][CH:12]=[CH:11][CH:10]=1. (2) Given the reactants [CH:1]1[C:6]([CH:7]=[O:8])=[CH:5][CH:4]=[C:3]([CH:9]=O)[CH:2]=1.[NH2:11][N:12]1[CH:17]([CH3:18])[CH2:16][CH2:15][CH2:14][CH:13]1[CH3:19].C(Cl)(Cl)Cl, predict the reaction product. The product is: [CH3:19][CH:13]1[CH2:14][CH2:15][CH2:16][CH:17]([CH3:18])[N:12]1[N:11]=[CH:9][C:3]1[CH:2]=[CH:1][C:6]([CH:7]=[O:8])=[CH:5][CH:4]=1. (3) Given the reactants [CH3:1][C:2](=[CH2:43])[CH2:3][O:4][C:5](=[O:42])[N:6]=[C:7]([C:9]1[CH:14]=[CH:13][C:12]([NH:15][C@H:16]([C:29]2[CH:34]=[C:33]([O:35][CH3:36])[CH:32]=[C:31]([O:37][CH2:38][CH2:39][OH:40])[C:30]=2[F:41])[C:17]2[NH:21][C:20](=[O:22])[N:19]([C:23]3[N:28]=[CH:27][CH:26]=[CH:25][N:24]=3)[N:18]=2)=[CH:11][CH:10]=1)[NH2:8].Cl[CH2:45][O:46][C:47](=[O:54])[C:48]([CH3:53])([CH3:52])[CH2:49][O:50][CH3:51].C(=O)([O-])[O-].[Rb+].[Rb+].N1C=CC=CC=1.[C:67](OC(=O)C)(=[O:69])[CH3:68], predict the reaction product. The product is: [C:67]([O:40][CH2:39][CH2:38][O:37][C:31]1[C:30]([F:41])=[C:29]([C@@H:16]([NH:15][C:12]2[CH:13]=[CH:14][C:9]([C:7]([NH2:8])=[N:6][C:5]([O:4][CH2:3][C:2]([CH3:1])=[CH2:43])=[O:42])=[CH:10][CH:11]=2)[C:17]2[N:21]=[C:20]([O:22][CH2:45][O:46][C:47](=[O:54])[C:48]([CH3:53])([CH3:52])[CH2:49][O:50][CH3:51])[N:19]([C:23]3[N:24]=[CH:25][CH:26]=[CH:27][N:28]=3)[N:18]=2)[CH:34]=[C:33]([O:35][CH3:36])[CH:32]=1)(=[O:69])[CH3:68]. (4) Given the reactants Br[C:2]1[C:3]([NH:22][CH2:23][CH2:24][OH:25])=[N:4][CH:5]=[C:6]([CH:21]=1)[C:7]([NH:9][C:10]1[CH:15]=[CH:14][C:13]([O:16][C:17]([F:20])([F:19])[F:18])=[CH:12][CH:11]=1)=[O:8].[CH3:26][C:27]1[N:32]=[CH:31][C:30](B(O)O)=[CH:29][CH:28]=1, predict the reaction product. The product is: [OH:25][CH2:24][CH2:23][NH:22][C:3]1[C:2]([C:30]2[CH:31]=[N:32][C:27]([CH3:26])=[CH:28][CH:29]=2)=[CH:21][C:6]([C:7]([NH:9][C:10]2[CH:15]=[CH:14][C:13]([O:16][C:17]([F:20])([F:19])[F:18])=[CH:12][CH:11]=2)=[O:8])=[CH:5][N:4]=1. (5) Given the reactants C[Li].[CH3:3][N:4]([CH3:14])[S:5]([N:8]1[CH:12]=[C:11](Br)[CH:10]=[N:9]1)(=[O:7])=[O:6].[B:15](OCC)([O:19]CC)[O:16]CC, predict the reaction product. The product is: [CH3:3][N:4]([CH3:14])[S:5]([N:8]1[CH:12]=[C:11]([B:15]([OH:19])[OH:16])[CH:10]=[N:9]1)(=[O:7])=[O:6]. (6) Given the reactants [F:1][C:2]1[CH:7]=[CH:6][C:5]([C:8]2[N:12]([CH3:13])[N:11]=[CH:10][C:9]=2[CH2:14][O:15][C:16]2[CH:47]=[CH:46][C:19]([CH2:20][N:21](S(C3C=CC=CC=3[N+]([O-])=O)(=O)=O)[C:22]3[CH:27]=[CH:26][C:25]([CH2:28][CH2:29][C:30]([O:32][CH3:33])=[O:31])=[CH:24][CH:23]=3)=[CH:18][CH:17]=2)=[CH:4][CH:3]=1.SCC(O)=O.O.[OH-].[Li+].C(=O)([O-])O.[Na+], predict the reaction product. The product is: [F:1][C:2]1[CH:3]=[CH:4][C:5]([C:8]2[N:12]([CH3:13])[N:11]=[CH:10][C:9]=2[CH2:14][O:15][C:16]2[CH:47]=[CH:46][C:19]([CH2:20][NH:21][C:22]3[CH:27]=[CH:26][C:25]([CH2:28][CH2:29][C:30]([O:32][CH3:33])=[O:31])=[CH:24][CH:23]=3)=[CH:18][CH:17]=2)=[CH:6][CH:7]=1.